From a dataset of Forward reaction prediction with 1.9M reactions from USPTO patents (1976-2016). Predict the product of the given reaction. (1) Given the reactants [BrH:1].C(O)C.[NH2:5][C:6]1[C:7]2[C:8]3[C:9](=[N:21][N:22]([CH2:24][C:25]4[C:30]([Cl:31])=[C:29]([O:32][CH3:33])[C:28]([CH3:34])=[CH:27][N:26]=4)[N:23]=2)[CH:10]=[C:11]([CH2:16][C:17]([NH:19][CH3:20])=[O:18])[C:12]=3[CH2:13][S:14][N:15]=1, predict the reaction product. The product is: [BrH:1].[NH2:5][C:6]1[C:7]2[C:8]3[C:9](=[N:21][N:22]([CH2:24][C:25]4[C:30]([Cl:31])=[C:29]([O:32][CH3:33])[C:28]([CH3:34])=[CH:27][N:26]=4)[N:23]=2)[CH:10]=[C:11]([CH2:16][C:17]([NH:19][CH3:20])=[O:18])[C:12]=3[CH2:13][S:14][N:15]=1. (2) Given the reactants [H-].C([Al+]CC(C)C)C(C)C.[CH2:11]([C:15]1[CH:20]=[CH:19][C:18]([C:21]2[O:25][N:24]=[C:23]([C:26]3[N:27]=[CH:28][C:29]([C:32](OCC)=[O:33])=[N:30][CH:31]=3)[N:22]=2)=[CH:17][CH:16]=1)[CH:12]([CH3:14])[CH3:13], predict the reaction product. The product is: [CH2:11]([C:15]1[CH:16]=[CH:17][C:18]([C:21]2[O:25][N:24]=[C:23]([C:26]3[N:27]=[CH:28][C:29]([CH2:32][OH:33])=[N:30][CH:31]=3)[N:22]=2)=[CH:19][CH:20]=1)[CH:12]([CH3:14])[CH3:13]. (3) Given the reactants [CH3:1][O:2][C:3]1[CH:4]=[C:5]([CH:27]=[C:28]([O:30][CH3:31])[CH:29]=1)[O:6][C@@H:7]([C@:11]1([C:21]2[CH:26]=[CH:25][CH:24]=[CH:23][CH:22]=2)[C:20]2[C:15](=[CH:16][CH:17]=[CH:18][CH:19]=2)[CH2:14][CH2:13][NH:12]1)[C:8]([OH:10])=[O:9].[CH2:32]1COCC1.Cl[Si](C)(C)C.CI, predict the reaction product. The product is: [CH3:1][O:2][C:3]1[CH:4]=[C:5]([CH:27]=[C:28]([O:30][CH3:31])[CH:29]=1)[O:6][C@@H:7]([C@:11]1([C:21]2[CH:22]=[CH:23][CH:24]=[CH:25][CH:26]=2)[C:20]2[C:15](=[CH:16][CH:17]=[CH:18][CH:19]=2)[CH2:14][CH2:13][N:12]1[CH3:32])[C:8]([OH:10])=[O:9]. (4) Given the reactants [S:1]1[CH:5]=[C:4]([CH2:6][N:7]2[CH:11]=[C:10]([NH:12][C:13]([C:15]3[C:23]4[C:18](=[CH:19][C:20](Br)=[CH:21][CH:22]=4)[N:17](COCC[Si](C)(C)C)[N:16]=3)=[O:14])[CH:9]=[N:8]2)[N:3]=[CH:2]1.[NH:33]1[CH:37]=[CH:36][CH2:35][N:34]1B(O)O.C(=O)([O-])[O-].[Na+].[Na+].C([SiH](C(C)C)C(C)C)(C)C, predict the reaction product. The product is: [S:1]1[CH:5]=[C:4]([CH2:6][N:7]2[CH:11]=[C:10]([NH:12][C:13]([C:15]3[C:23]4[C:18](=[CH:19][C:20]([C:37]5[CH:36]=[CH:35][NH:34][N:33]=5)=[CH:21][CH:22]=4)[NH:17][N:16]=3)=[O:14])[CH:9]=[N:8]2)[N:3]=[CH:2]1. (5) Given the reactants [Cl:1][C:2]1[CH:7]=[CH:6][N:5]([C:8]2[CH:13]=[CH:12][CH:11]=[CH:10][C:9]=2[Cl:14])[C:4](=[O:15])[C:3]=1[C:16]#[N:17].CN(C)C=O.[Br:23]N1C(=O)CCC1=O, predict the reaction product. The product is: [Br:23][C:7]1[C:2]([Cl:1])=[C:3]([C:16]#[N:17])[C:4](=[O:15])[N:5]([C:8]2[CH:13]=[CH:12][CH:11]=[CH:10][C:9]=2[Cl:14])[CH:6]=1.